From a dataset of NCI-60 drug combinations with 297,098 pairs across 59 cell lines. Regression. Given two drug SMILES strings and cell line genomic features, predict the synergy score measuring deviation from expected non-interaction effect. (1) Drug 1: C1=C(C(=O)NC(=O)N1)N(CCCl)CCCl. Drug 2: CC1CCC2CC(C(=CC=CC=CC(CC(C(=O)C(C(C(=CC(C(=O)CC(OC(=O)C3CCCCN3C(=O)C(=O)C1(O2)O)C(C)CC4CCC(C(C4)OC)O)C)C)O)OC)C)C)C)OC. Cell line: HOP-62. Synergy scores: CSS=39.2, Synergy_ZIP=-4.74, Synergy_Bliss=-2.25, Synergy_Loewe=-3.07, Synergy_HSA=-1.00. (2) Drug 1: CC1C(C(CC(O1)OC2CC(CC3=C2C(=C4C(=C3O)C(=O)C5=C(C4=O)C(=CC=C5)OC)O)(C(=O)C)O)N)O.Cl. Drug 2: C1C(C(OC1N2C=C(C(=O)NC2=O)F)CO)O. Cell line: KM12. Synergy scores: CSS=18.0, Synergy_ZIP=-15.3, Synergy_Bliss=-33.3, Synergy_Loewe=-5.93, Synergy_HSA=-23.7. (3) Drug 1: CC1=CC=C(C=C1)C2=CC(=NN2C3=CC=C(C=C3)S(=O)(=O)N)C(F)(F)F. Drug 2: CC1CCC2CC(C(=CC=CC=CC(CC(C(=O)C(C(C(=CC(C(=O)CC(OC(=O)C3CCCCN3C(=O)C(=O)C1(O2)O)C(C)CC4CCC(C(C4)OC)OCCO)C)C)O)OC)C)C)C)OC. Cell line: SN12C. Synergy scores: CSS=8.07, Synergy_ZIP=6.74, Synergy_Bliss=18.4, Synergy_Loewe=6.96, Synergy_HSA=6.20. (4) Drug 1: C1CC(=O)NC(=O)C1N2CC3=C(C2=O)C=CC=C3N. Drug 2: CN1C(=O)N2C=NC(=C2N=N1)C(=O)N. Cell line: PC-3. Synergy scores: CSS=6.44, Synergy_ZIP=-1.62, Synergy_Bliss=4.26, Synergy_Loewe=3.74, Synergy_HSA=3.77. (5) Drug 1: CC1CCC2CC(C(=CC=CC=CC(CC(C(=O)C(C(C(=CC(C(=O)CC(OC(=O)C3CCCCN3C(=O)C(=O)C1(O2)O)C(C)CC4CCC(C(C4)OC)O)C)C)O)OC)C)C)C)OC. Drug 2: C1C(C(OC1N2C=NC3=C2NC=NCC3O)CO)O. Cell line: M14. Synergy scores: CSS=10.8, Synergy_ZIP=-3.04, Synergy_Bliss=0.256, Synergy_Loewe=-3.62, Synergy_HSA=-2.22. (6) Drug 1: C1C(C(OC1N2C=NC3=C(N=C(N=C32)Cl)N)CO)O. Drug 2: C1CN(P(=O)(OC1)NCCCl)CCCl. Cell line: MDA-MB-231. Synergy scores: CSS=23.9, Synergy_ZIP=0.124, Synergy_Bliss=0.351, Synergy_Loewe=-9.65, Synergy_HSA=0.719.